From a dataset of Human liver microsome stability data. Regression/Classification. Given a drug SMILES string, predict its absorption, distribution, metabolism, or excretion properties. Task type varies by dataset: regression for continuous measurements (e.g., permeability, clearance, half-life) or binary classification for categorical outcomes (e.g., BBB penetration, CYP inhibition). Dataset: hlm. (1) The drug is O=[N+]([O-])c1ccc(C2=NOC(c3ccc(N4CCSCC4)cc3)C2)o1. The result is 1 (stable in human liver microsomes). (2) The molecule is COc1ccccc1-c1c(=O)n(CCCCN2CC=C(c3c[nH]c4ccc(Cl)cc34)CC2)c(=O)n2ccccc12. The result is 0 (unstable in human liver microsomes).